Dataset: Full USPTO retrosynthesis dataset with 1.9M reactions from patents (1976-2016). Task: Predict the reactants needed to synthesize the given product. The reactants are: [OH:1][C@H:2]([C@H:21]1[O:26][CH2:25][CH2:24][N:23]([C:27]2[CH:28]=[C:29]3[C:33](=[CH:34][CH:35]=2)[CH2:32][N:31]([CH3:36])[C:30]3=[O:37])[C:22]1=[O:38])[C:3]([NH:5][C:6]1[CH:20]=[CH:19][C:9]([CH2:10][NH:11]C(=O)OC(C)(C)C)=[CH:8][CH:7]=1)=[O:4].Cl.O1CCOCC1. Given the product [NH2:11][CH2:10][C:9]1[CH:19]=[CH:20][C:6]([NH:5][C:3](=[O:4])[C@H:2]([OH:1])[C@H:21]2[O:26][CH2:25][CH2:24][N:23]([C:27]3[CH:28]=[C:29]4[C:33](=[CH:34][CH:35]=3)[CH2:32][N:31]([CH3:36])[C:30]4=[O:37])[C:22]2=[O:38])=[CH:7][CH:8]=1, predict the reactants needed to synthesize it.